From a dataset of Full USPTO retrosynthesis dataset with 1.9M reactions from patents (1976-2016). Predict the reactants needed to synthesize the given product. Given the product [CH3:13][O:14][C:15]1[CH:16]=[C:17]([CH:19]=[CH:20][CH:21]=1)[NH:18][C:23]1[CH:31]=[C:30]([F:32])[C:29]([F:33])=[CH:28][C:24]=1[C:25]([OH:27])=[O:26], predict the reactants needed to synthesize it. The reactants are: [Li]CCCC.C(NC(C)C)(C)C.[CH3:13][O:14][C:15]1[CH:16]=[C:17]([CH:19]=[CH:20][CH:21]=1)[NH2:18].F[C:23]1[CH:31]=[C:30]([F:32])[C:29]([F:33])=[CH:28][C:24]=1[C:25]([OH:27])=[O:26].